This data is from Forward reaction prediction with 1.9M reactions from USPTO patents (1976-2016). The task is: Predict the product of the given reaction. (1) Given the reactants [NH:1]1[C:9]2[C:4](=[CH:5][C:6]([CH:10]([C:18]3[CH:23]=[CH:22][CH:21]=[CH:20][CH:19]=3)[C:11]([CH3:17])([CH3:16])[C:12]([O:14][CH3:15])=[O:13])=[CH:7][CH:8]=2)[CH:3]=[N:2]1.C[Si]([N-][Si](C)(C)C)(C)C.[Na+].Br[CH:35]1[CH2:41][CH2:40][CH2:39][CH2:38][CH2:37][CH2:36]1, predict the reaction product. The product is: [CH:35]1([N:1]2[C:9]3[C:4](=[CH:5][C:6]([CH:10]([C:18]4[CH:19]=[CH:20][CH:21]=[CH:22][CH:23]=4)[C:11]([CH3:17])([CH3:16])[C:12]([O:14][CH3:15])=[O:13])=[CH:7][CH:8]=3)[CH:3]=[N:2]2)[CH2:41][CH2:40][CH2:39][CH2:38][CH2:37][CH2:36]1. (2) Given the reactants C1C2C(COC([N:18]3[CH2:23][CH2:22][C:21]([C:38]4[CH:43]=[CH:42][C:41]([Cl:44])=[CH:40][CH:39]=4)([C:24](=[O:37])[NH:25][C:26]4[CH:35]=[C:34]5[C:29]([C:30](=[O:36])[NH:31][CH:32]=[N:33]5)=[CH:28][CH:27]=4)[CH2:20][CH2:19]3)=O)C3C(=CC=CC=3)C=2C=CC=1.CNCCS.N12CCCN=C1CCCCC2, predict the reaction product. The product is: [O:36]=[C:30]1[C:29]2[C:34](=[CH:35][C:26]([NH:25][C:24]([C:21]3([C:38]4[CH:39]=[CH:40][C:41]([Cl:44])=[CH:42][CH:43]=4)[CH2:22][CH2:23][NH:18][CH2:19][CH2:20]3)=[O:37])=[CH:27][CH:28]=2)[N:33]=[CH:32][NH:31]1. (3) Given the reactants O=S(Cl)Cl.[CH:5]1([NH:10][C:11]2([CH2:16]Cl)[CH2:15][CH2:14][CH2:13][CH2:12]2)[CH2:9][CH2:8][CH2:7][CH2:6]1.ClCCN.[CH3:22][C:23]1[CH:28]=[C:27]([N+:29]([O-:31])=[O:30])[CH:26]=[CH:25][C:24]=1[N:32]=[C:33]=[O:34], predict the reaction product. The product is: [CH:5]1([N:10]2[C:11]3([CH2:15][CH2:14][CH2:13][CH2:12]3)[CH2:16][O:34][C:33]2=[N:32][C:24]2[CH:25]=[CH:26][C:27]([N+:29]([O-:31])=[O:30])=[CH:28][C:23]=2[CH3:22])[CH2:9][CH2:8][CH2:7][CH2:6]1. (4) Given the reactants F[C:2]1[N:7]2[CH:8]=[C:9]([CH2:11][N:12]([CH3:23])[C@@H:13]3[C:22]4[N:21]=[CH:20][CH:19]=[CH:18][C:17]=4[CH2:16][CH2:15][CH2:14]3)[N:10]=[C:6]2[CH:5]=[CH:4][CH:3]=1.[CH3:24][N:25]([CH3:30])[CH2:26][CH2:27][NH:28][CH3:29], predict the reaction product. The product is: [CH3:24][N:25]([CH3:30])[CH2:26][CH2:27][N:28]([CH3:29])[C:2]1[N:7]2[CH:8]=[C:9]([CH2:11][N:12]([CH3:23])[C@@H:13]3[C:22]4[N:21]=[CH:20][CH:19]=[CH:18][C:17]=4[CH2:16][CH2:15][CH2:14]3)[N:10]=[C:6]2[CH:5]=[CH:4][CH:3]=1. (5) Given the reactants [OH:1][C:2]1[C:11]2[C:6](=[N:7][CH:8]=[CH:9][CH:10]=2)[N:5]([CH2:12][CH2:13][CH:14]([CH3:16])[CH3:15])[C:4](=[O:17])[C:3]=1[C:18]1[NH:23][C:22]2[CH:24]=[CH:25][C:26]([NH:28][S:29]([NH:32][CH2:33][CH2:34][NH:35]C(=O)OC(C)(C)C)(=[O:31])=[O:30])=[CH:27][C:21]=2[S:20](=[O:44])(=[O:43])[N:19]=1.Cl, predict the reaction product. The product is: [NH2:35][CH2:34][CH2:33][NH:32][S:29]([NH:28][C:26]1[CH:25]=[CH:24][C:22]2[NH:23][C:18]([C:3]3[C:4](=[O:17])[N:5]([CH2:12][CH2:13][CH:14]([CH3:16])[CH3:15])[C:6]4[C:11]([C:2]=3[OH:1])=[CH:10][CH:9]=[CH:8][N:7]=4)=[N:19][S:20](=[O:43])(=[O:44])[C:21]=2[CH:27]=1)(=[O:30])=[O:31]. (6) The product is: [F:18][C:15]1[CH:16]=[CH:17][C:12]([C:3]2[C:2]([B:22]3[O:26][C:25]([CH3:28])([CH3:27])[C:24]([CH3:30])([CH3:29])[O:23]3)=[C:6]3[O:7][CH2:8][CH2:9][CH:10]([CH3:11])[N:5]3[N:4]=2)=[CH:13][CH:14]=1. Given the reactants Br[C:2]1[C:3]([C:12]2[CH:17]=[CH:16][C:15]([F:18])=[CH:14][CH:13]=2)=[N:4][N:5]2[CH:10]([CH3:11])[CH2:9][CH2:8][O:7][C:6]=12.C([B:22]1[O:26][C:25]([CH3:28])([CH3:27])[C:24]([CH3:30])([CH3:29])[O:23]1)(C)C, predict the reaction product. (7) Given the reactants [C:1]([O:5][C:6]([NH:8][C:9]1([C:13]2[CH:18]=[CH:17][C:16]([C:19]3[N:20]=[C:21]4[CH:26]=[CH:25][C:24]([C:27]([O:29]CC)=[O:28])=[N:23][N:22]4[C:32]=3[C:33]3[CH:38]=[CH:37][CH:36]=[CH:35][CH:34]=3)=[CH:15][CH:14]=2)[CH2:12][CH2:11][CH2:10]1)=[O:7])([CH3:4])([CH3:3])[CH3:2].[OH-].[Na+].Cl, predict the reaction product. The product is: [C:1]([O:5][C:6]([NH:8][C:9]1([C:13]2[CH:14]=[CH:15][C:16]([C:19]3[N:20]=[C:21]4[CH:26]=[CH:25][C:24]([C:27]([OH:29])=[O:28])=[N:23][N:22]4[C:32]=3[C:33]3[CH:38]=[CH:37][CH:36]=[CH:35][CH:34]=3)=[CH:17][CH:18]=2)[CH2:10][CH2:11][CH2:12]1)=[O:7])([CH3:4])([CH3:2])[CH3:3]. (8) Given the reactants [CH3:1][C:2]1[N:3]([CH2:28][C:29]([O:31]CC)=[O:30])[C:4]2[CH2:5][C:6]([CH3:27])([CH3:26])[CH2:7][CH2:8][C:9]=2[C:10]=1[S:11][C:12]1[CH:17]=[CH:16][C:15]([S:18]([N:21]2[CH2:25][CH2:24][CH2:23][CH2:22]2)(=[O:20])=[O:19])=[CH:14][CH:13]=1.C1COCC1.[OH-].[Na+], predict the reaction product. The product is: [CH3:1][C:2]1[N:3]([CH2:28][C:29]([OH:31])=[O:30])[C:4]2[CH2:5][C:6]([CH3:27])([CH3:26])[CH2:7][CH2:8][C:9]=2[C:10]=1[S:11][C:12]1[CH:13]=[CH:14][C:15]([S:18]([N:21]2[CH2:22][CH2:23][CH2:24][CH2:25]2)(=[O:20])=[O:19])=[CH:16][CH:17]=1. (9) Given the reactants C(OC([N:8]1[CH2:11][CH:10]([NH:12][C:13]2[CH:14]=[C:15]3[C:24](=[CH:25][C:26]=2[F:27])[O:23][CH2:22][C:21]2[N:16]3[CH:17]([CH3:29])[C:18](=[O:28])[NH:19][N:20]=2)[CH2:9]1)=O)(C)(C)C.[ClH:30], predict the reaction product. The product is: [ClH:30].[NH:8]1[CH2:9][CH:10]([NH:12][C:13]2[CH:14]=[C:15]3[C:24](=[CH:25][C:26]=2[F:27])[O:23][CH2:22][C:21]2[N:16]3[CH:17]([CH3:29])[C:18](=[O:28])[NH:19][N:20]=2)[CH2:11]1. (10) The product is: [F:15][C:16]([F:20])([F:19])[CH2:17][CH2:18][S:8][CH2:9][CH2:10][C:11]([O:13][CH3:14])=[O:12]. Given the reactants C1(C)C=CC=CC=1.[SH:8][CH2:9][CH2:10][C:11]([O:13][CH3:14])=[O:12].[F:15][C:16]([F:20])([F:19])[CH:17]=[CH2:18], predict the reaction product.